This data is from Reaction yield outcomes from USPTO patents with 853,638 reactions. The task is: Predict the reaction yield, written as a fraction of the theoretical maximum amount of product (1.0 means a 100% yield; for example, 0.34 means a 34% yield). (1) The reactants are [Cl:1][C:2]1[CH:7]=[CH:6][CH:5]=[CH:4][C:3]=1[C:8]1[N:26]([CH2:27][C@H:28]2[CH2:33][CH2:32][CH2:31][N:30](C(OC(C)(C)C)=O)[CH2:29]2)[C:11]2[N:12]=[C:13]([NH:16][CH2:17][C:18]3[CH:23]=[CH:22][C:21]([F:24])=[C:20]([F:25])[CH:19]=3)[N:14]=[CH:15][C:10]=2[C:9]=1[CH3:41].C(O)(C(F)(F)F)=O. The catalyst is ClCCl. The product is [Cl:1][C:2]1[CH:7]=[CH:6][CH:5]=[CH:4][C:3]=1[C:8]1[N:26]([CH2:27][C@@H:28]2[CH2:33][CH2:32][CH2:31][NH:30][CH2:29]2)[C:11]2[N:12]=[C:13]([NH:16][CH2:17][C:18]3[CH:23]=[CH:22][C:21]([F:24])=[C:20]([F:25])[CH:19]=3)[N:14]=[CH:15][C:10]=2[C:9]=1[CH3:41]. The yield is 0.220. (2) The reactants are [C:1]([O:4][CH2:5][C:6]1[C:7]([N:21]2[CH2:33][CH2:32][N:24]3[C:25]4[CH2:26][CH2:27][CH2:28][CH2:29][C:30]=4[CH:31]=[C:23]3[C:22]2=[O:34])=[N:8][CH:9]=[CH:10][C:11]=1B1OC(C)(C)C(C)(C)O1)(=[O:3])[CH3:2].[Br:35][C:36]1[C:37](=[O:44])[N:38]([CH3:43])[CH:39]=[C:40](I)[CH:41]=1.C([O-])(=O)C.[Na+].[O-]P([O-])([O-])=O.[K+].[K+].[K+]. The catalyst is C1C=CC(P(C2C=CC=CC=2)[C-]2C=CC=C2)=CC=1.C1C=CC(P(C2C=CC=CC=2)[C-]2C=CC=C2)=CC=1.Cl[Pd]Cl.[Fe+2].O.C(#N)C. The product is [C:1]([O:4][CH2:5][C:6]1[C:7]([N:21]2[CH2:33][CH2:32][N:24]3[C:25]4[CH2:26][CH2:27][CH2:28][CH2:29][C:30]=4[CH:31]=[C:23]3[C:22]2=[O:34])=[N:8][CH:9]=[CH:10][C:11]=1[C:40]1[CH:41]=[C:36]([Br:35])[C:37](=[O:44])[N:38]([CH3:43])[CH:39]=1)(=[O:3])[CH3:2]. The yield is 0.670. (3) The yield is 0.520. The product is [I-:37].[OH:40][CH2:39][CH2:38][N+:30]1[C:31]2[C:36](=[CH:35][CH:34]=[CH:33][CH:32]=2)[C:23](/[CH:22]=[CH:21]/[C:17]2[CH:18]=[CH:19][C:20]3[N:8]([CH2:7][CH2:6][O:5][CH2:4][CH2:3][O:2][CH3:1])[C:9]4[C:14]([C:15]=3[CH:16]=2)=[CH:13][CH:12]=[CH:11][CH:10]=4)=[C:24]2[C:29]=1[CH:28]=[CH:27][CH:26]=[CH:25]2. The catalyst is C(#N)C. The reactants are [CH3:1][O:2][CH2:3][CH2:4][O:5][CH2:6][CH2:7][N:8]1[C:20]2[CH:19]=[CH:18][C:17](/[CH:21]=[CH:22]/[C:23]3[C:24]4[C:29]([N:30]=[C:31]5[C:36]=3[CH:35]=[CH:34][CH:33]=[CH:32]5)=[CH:28][CH:27]=[CH:26][CH:25]=4)=[CH:16][C:15]=2[C:14]2[C:9]1=[CH:10][CH:11]=[CH:12][CH:13]=2.[I:37][CH2:38][CH2:39][OH:40]. (4) The reactants are C(O)C.C(O)(=O)C.[C:8]([CH2:21][CH:22]([CH2:24][CH2:25][CH2:26][CH2:27][CH2:28][CH2:29][CH2:30][CH2:31][CH2:32][OH:33])I)([C:11]([C:14]([C:17]([F:20])([F:19])[F:18])([F:16])[F:15])([F:13])[F:12])([F:10])[F:9]. The catalyst is [Zn].O. The product is [C:8]([CH2:21][CH2:22][CH2:24][CH2:25][CH2:26][CH2:27][CH2:28][CH2:29][CH2:30][CH2:31][CH2:32][OH:33])([C:11]([C:14]([C:17]([F:18])([F:19])[F:20])([F:16])[F:15])([F:13])[F:12])([F:10])[F:9]. The yield is 0.850. (5) The reactants are Br[C:2]1[CH:7]=[CH:6][CH:5]=[C:4]([Br:8])[C:3]=1[CH3:9].[CH2:10]([N:17]1[CH2:21][CH2:20][NH:19][C:18]1=[O:22])[C:11]1[CH:16]=[CH:15][CH:14]=[CH:13][CH:12]=1.N[C@@H]1CCCC[C@H]1N.P([O-])([O-])([O-])=O.[K+].[K+].[K+]. The catalyst is O1CCOCC1.[Cu]I. The product is [CH2:10]([N:17]1[CH2:21][CH2:20][N:19]([C:2]2[CH:7]=[CH:6][CH:5]=[C:4]([Br:8])[C:3]=2[CH3:9])[C:18]1=[O:22])[C:11]1[CH:12]=[CH:13][CH:14]=[CH:15][CH:16]=1. The yield is 0.250. (6) The reactants are [C:1]1([C:7]2[CH:12]=[C:11]([CH:13]([CH2:16][OH:17])[CH2:14][OH:15])[CH:10]=[CH:9][C:8]=2[NH:18][C:19]([C:21]2[NH:22][CH:23]=[C:24]([C:26]#[N:27])[N:25]=2)=[O:20])[CH2:6][CH2:5][CH2:4][CH2:3][CH:2]=1.N1C=CC=CC=1.Cl[C:35](Cl)([O:37]C(=O)OC(Cl)(Cl)Cl)Cl. The catalyst is C1COCC1.C(Cl)Cl. The product is [C:1]1([C:7]2[CH:12]=[C:11]([CH:13]3[CH2:14][O:15][C:35](=[O:37])[O:17][CH2:16]3)[CH:10]=[CH:9][C:8]=2[NH:18][C:19]([C:21]2[NH:22][CH:23]=[C:24]([C:26]#[N:27])[N:25]=2)=[O:20])[CH2:6][CH2:5][CH2:4][CH2:3][CH:2]=1. The yield is 0.480.